Dataset: NCI-60 drug combinations with 297,098 pairs across 59 cell lines. Task: Regression. Given two drug SMILES strings and cell line genomic features, predict the synergy score measuring deviation from expected non-interaction effect. (1) Drug 1: C1=NC2=C(N1)C(=S)N=CN2. Drug 2: CC1CCCC2(C(O2)CC(NC(=O)CC(C(C(=O)C(C1O)C)(C)C)O)C(=CC3=CSC(=N3)C)C)C. Cell line: SK-MEL-5. Synergy scores: CSS=52.3, Synergy_ZIP=-3.15, Synergy_Bliss=-1.51, Synergy_Loewe=-0.696, Synergy_HSA=1.58. (2) Drug 1: CC(C1=C(C=CC(=C1Cl)F)Cl)OC2=C(N=CC(=C2)C3=CN(N=C3)C4CCNCC4)N. Drug 2: CCC1=CC2CC(C3=C(CN(C2)C1)C4=CC=CC=C4N3)(C5=C(C=C6C(=C5)C78CCN9C7C(C=CC9)(C(C(C8N6C)(C(=O)OC)O)OC(=O)C)CC)OC)C(=O)OC.C(C(C(=O)O)O)(C(=O)O)O. Cell line: RXF 393. Synergy scores: CSS=32.7, Synergy_ZIP=6.22, Synergy_Bliss=6.97, Synergy_Loewe=-7.02, Synergy_HSA=8.10. (3) Drug 1: CN1CCC(CC1)COC2=C(C=C3C(=C2)N=CN=C3NC4=C(C=C(C=C4)Br)F)OC. Drug 2: CCCCC(=O)OCC(=O)C1(CC(C2=C(C1)C(=C3C(=C2O)C(=O)C4=C(C3=O)C=CC=C4OC)O)OC5CC(C(C(O5)C)O)NC(=O)C(F)(F)F)O. Cell line: SK-MEL-2. Synergy scores: CSS=4.16, Synergy_ZIP=0.933, Synergy_Bliss=5.32, Synergy_Loewe=2.59, Synergy_HSA=2.93. (4) Drug 1: CNC(=O)C1=CC=CC=C1SC2=CC3=C(C=C2)C(=NN3)C=CC4=CC=CC=N4. Drug 2: C1CCN(CC1)CCOC2=CC=C(C=C2)C(=O)C3=C(SC4=C3C=CC(=C4)O)C5=CC=C(C=C5)O. Cell line: IGROV1. Synergy scores: CSS=-3.65, Synergy_ZIP=0.252, Synergy_Bliss=-2.95, Synergy_Loewe=-4.20, Synergy_HSA=-3.83.